The task is: Binary Classification. Given a T-cell receptor sequence (or CDR3 region) and an epitope sequence, predict whether binding occurs between them.. This data is from TCR-epitope binding with 47,182 pairs between 192 epitopes and 23,139 TCRs. (1) The epitope is NLVPMVATV. The TCR CDR3 sequence is CASSVTGGFTDTQYF. Result: 1 (the TCR binds to the epitope). (2) The epitope is FLNRFTTTL. The TCR CDR3 sequence is CASSQVGSNEKLFF. Result: 1 (the TCR binds to the epitope). (3) The epitope is ISDYDYYRY. The TCR CDR3 sequence is CASSPGTGGNSPLHF. Result: 0 (the TCR does not bind to the epitope). (4) The epitope is AMFWSVPTV. The TCR CDR3 sequence is CASSLDLYEQYF. Result: 1 (the TCR binds to the epitope). (5) The epitope is QARQMVQAMRTIGTHP. Result: 0 (the TCR does not bind to the epitope). The TCR CDR3 sequence is CATSGGGYEQYF. (6) The epitope is GPGHKARVL. The TCR CDR3 sequence is CASSPGQGAYEQYF. Result: 0 (the TCR does not bind to the epitope).